Dataset: Peptide-MHC class I binding affinity with 185,985 pairs from IEDB/IMGT. Task: Regression. Given a peptide amino acid sequence and an MHC pseudo amino acid sequence, predict their binding affinity value. This is MHC class I binding data. (1) The peptide sequence is YVLFVKKML. The MHC is HLA-A02:02 with pseudo-sequence HLA-A02:02. The binding affinity (normalized) is 0.0439. (2) The peptide sequence is LGVDYYDN. The MHC is H-2-Db with pseudo-sequence H-2-Db. The binding affinity (normalized) is 0. (3) The peptide sequence is ALADRIYSF. The MHC is Mamu-B17 with pseudo-sequence Mamu-B17. The binding affinity (normalized) is 0. (4) The peptide sequence is ELVRKTRFL. The MHC is HLA-A11:01 with pseudo-sequence HLA-A11:01. The binding affinity (normalized) is 0.0847. (5) The peptide sequence is GTYKRVTEK. The MHC is HLA-B27:05 with pseudo-sequence HLA-B27:05. The binding affinity (normalized) is 0.213. (6) The peptide sequence is RYRQVLSPL. The MHC is HLA-C06:02 with pseudo-sequence HLA-C06:02. The binding affinity (normalized) is 0.0847.